This data is from Forward reaction prediction with 1.9M reactions from USPTO patents (1976-2016). The task is: Predict the product of the given reaction. Given the reactants [F:1][C:2]1[C:3]([C:15]([C:17]2[CH:22]=[CH:21][C:20]([F:23])=[CH:19][CH:18]=2)=O)=[N:4][CH:5]=[CH:6][C:7]=1[C:8]1[CH:9]=[N:10][CH:11]=[CH:12][C:13]=1[CH3:14].Cl.[NH2:25][OH:26], predict the reaction product. The product is: [F:1][C:2]1[C:3](/[C:15](/[C:17]2[CH:22]=[CH:21][C:20]([F:23])=[CH:19][CH:18]=2)=[N:25]\[OH:26])=[N:4][CH:5]=[CH:6][C:7]=1[C:8]1[CH:9]=[N:10][CH:11]=[CH:12][C:13]=1[CH3:14].